From a dataset of Catalyst prediction with 721,799 reactions and 888 catalyst types from USPTO. Predict which catalyst facilitates the given reaction. (1) Reactant: [OH:1][C:2]1[C:3]([C:18](=O)[CH3:19])=[N:4][N:5]([CH3:17])[C:6]=1[C:7]1[CH:12]=[CH:11][C:10]([C:13]([F:16])([F:15])[F:14])=[CH:9][CH:8]=1.[N:21]1[CH:26]=[CH:25][CH:24]=[CH:23][C:22]=1[CH2:27][NH:28][C:29]([C:31]1[S:32][C:33]([C:36]([NH:38][NH2:39])=[O:37])=[CH:34][CH:35]=1)=[O:30]. Product: [N:21]1[CH:26]=[CH:25][CH:24]=[CH:23][C:22]=1[CH2:27][NH:28][C:29]([C:31]1[S:32][C:33]([C:36]([NH:38][N:39]=[C:18]([C:3]2[C:2]([OH:1])=[C:6]([C:7]3[CH:12]=[CH:11][C:10]([C:13]([F:16])([F:15])[F:14])=[CH:9][CH:8]=3)[N:5]([CH3:17])[N:4]=2)[CH3:19])=[O:37])=[CH:34][CH:35]=1)=[O:30]. The catalyst class is: 16. (2) Reactant: Br[C:2]1[N:6]([CH:7]2[CH2:9][CH2:8]2)[CH:5]=[N:4][CH:3]=1.C([Mg]Cl)(C)C.[CH:15]([C:17]1[CH:24]=[CH:23][C:20]([C:21]#[N:22])=[CH:19][CH:18]=1)=[O:16]. Product: [CH:7]1([N:6]2[C:2]([CH:15]([OH:16])[C:17]3[CH:24]=[CH:23][C:20]([C:21]#[N:22])=[CH:19][CH:18]=3)=[CH:3][N:4]=[CH:5]2)[CH2:9][CH2:8]1. The catalyst class is: 2. (3) Reactant: CS([N:5]1[C:9]([CH3:10])=[CH:8][C:7]([NH:11][C:12]2[N:13]=[C:14]([CH2:24]OS(C)(=O)=O)[C:15]3[C:20]([CH:21]=2)=[CH:19][C:18]([O:22][CH3:23])=[CH:17][CH:16]=3)=[N:6]1)(=O)=O.[NH:30]1[CH2:35][CH2:34][CH2:33][CH2:32][CH2:31]1.C([O-])([O-])=O.[K+].[K+]. Product: [CH3:23][O:22][C:18]1[CH:19]=[C:20]2[C:15](=[CH:16][CH:17]=1)[C:14]([CH2:24][N:30]1[CH2:35][CH2:34][CH2:33][CH2:32][CH2:31]1)=[N:13][C:12]([NH:11][C:7]1[CH:8]=[C:9]([CH3:10])[NH:5][N:6]=1)=[CH:21]2. The catalyst class is: 242. (4) Reactant: [Cl:1][C:2]1[CH:7]=[CH:6][C:5]([C@H:8]([NH:10][C:11]([C:13]2([C:28]#[N:29])[CH2:18][CH2:17][N:16]([C:19]3[C:20]4[CH:27]=[CH:26][NH:25][C:21]=4[N:22]=[CH:23][N:24]=3)[CH2:15][CH2:14]2)=[O:12])[CH3:9])=[CH:4][CH:3]=1.[OH-].[NH4+]. Product: [NH2:29][CH2:28][C:13]1([C:11]([NH:10][C@@H:8]([C:5]2[CH:4]=[CH:3][C:2]([Cl:1])=[CH:7][CH:6]=2)[CH3:9])=[O:12])[CH2:14][CH2:15][N:16]([C:19]2[C:20]3[CH:27]=[CH:26][NH:25][C:21]=3[N:22]=[CH:23][N:24]=2)[CH2:17][CH2:18]1. The catalyst class is: 171. (5) Reactant: Br[CH2:2][C:3]([NH:5][C:6]1[C:20]([CH2:21][CH3:22])=[CH:19][CH:18]=[CH:17][C:7]=1[C:8]([C:10]1[CH:15]=[CH:14][CH:13]=[CH:12][C:11]=1[F:16])=O)=[O:4].Cl.[NH2:24][OH:25].[OH-].[Na+].Cl. Product: [F:16][C:11]1[CH:12]=[CH:13][CH:14]=[CH:15][C:10]=1[C:8]1[C:7]2[CH:17]=[CH:18][CH:19]=[C:20]([CH2:21][CH3:22])[C:6]=2[NH:5][C:3](=[O:4])[CH2:2][N+:24]=1[O-:25]. The catalyst class is: 8. (6) Reactant: [CH:1]1[C:10]2[C:5](=[CH:6][CH:7]=[CH:8][CH:9]=2)[CH:4]=[CH:3][C:2]=1[C:11]1[S:15][C:14]([C:16](Cl)=[O:17])=[CH:13][CH:12]=1.[C:19]([OH:28])(=[O:27])[C:20]1[C:21](=[CH:23][CH:24]=[CH:25][CH:26]=1)[NH2:22]. Product: [CH:1]1[C:10]2[C:5](=[CH:6][CH:7]=[CH:8][CH:9]=2)[CH:4]=[CH:3][C:2]=1[C:11]1[S:15][C:14]([C:16]([NH:22][C:21]2[CH:23]=[CH:24][CH:25]=[CH:26][C:20]=2[C:19]([OH:28])=[O:27])=[O:17])=[CH:13][CH:12]=1. The catalyst class is: 7. (7) Reactant: [Br:1][C:2]1[CH:3]=[CH:4][C:5]2[N:11](CC3C=CC(OC)=CC=3OC)[C:10](=[O:23])[C@@H:9]([CH2:24][C:25]([O:27][CH2:28][CH3:29])=[O:26])[O:8][C@H:7]([C:30]3[CH:35]=[CH:34][CH:33]=[C:32]([O:36][CH3:37])[C:31]=3[Cl:38])[C:6]=2[CH:39]=1.[N+]([O-])(O)=O.[N+]([O-])(O)=O.[N+]([O-])(O)=O.[N+]([O-])(O)=O.[N+]([O-])(O)=O.[N+]([O-])(O)=O.[Ce]. Product: [Br:1][C:2]1[CH:3]=[CH:4][C:5]2[NH:11][C:10](=[O:23])[C@@H:9]([CH2:24][C:25]([O:27][CH2:28][CH3:29])=[O:26])[O:8][C@H:7]([C:30]3[CH:35]=[CH:34][CH:33]=[C:32]([O:36][CH3:37])[C:31]=3[Cl:38])[C:6]=2[CH:39]=1. The catalyst class is: 372. (8) Reactant: [Li]CCCC.[CH2:6]([O:8][C:9]1[CH:14]=[C:13](I)[C:12]([F:16])=[CH:11][C:10]=1[CH3:17])[CH3:7].[B:18](OC)([O:21]C)[O:19]C. Product: [CH2:6]([O:8][C:9]1[C:10]([CH3:17])=[CH:11][C:12]([F:16])=[C:13]([B:18]([OH:21])[OH:19])[CH:14]=1)[CH3:7]. The catalyst class is: 1. (9) Reactant: [CH2:1]([O:8][C:9]1[CH:10]=[CH:11][C:12]([C@@H:20]([O:40][Si](C(C)(C)C)(C)C)[CH2:21][NH:22][CH2:23][CH2:24][CH2:25][CH2:26][CH2:27][CH2:28][O:29][CH2:30][C:31]([F:39])([F:38])[C:32]2[CH:37]=[CH:36][CH:35]=[CH:34][CH:33]=2)=[C:13]2[C:18]=1[NH:17][C:16](=[O:19])[CH:15]=[CH:14]2)[C:2]1[CH:7]=[CH:6][CH:5]=[CH:4][CH:3]=1.[F-].C([N+](CCCC)(CCCC)CCCC)CCC. Product: [CH2:1]([O:8][C:9]1[CH:10]=[CH:11][C:12]([C@@H:20]([OH:40])[CH2:21][NH:22][CH2:23][CH2:24][CH2:25][CH2:26][CH2:27][CH2:28][O:29][CH2:30][C:31]([F:39])([F:38])[C:32]2[CH:37]=[CH:36][CH:35]=[CH:34][CH:33]=2)=[C:13]2[C:18]=1[NH:17][C:16](=[O:19])[CH:15]=[CH:14]2)[C:2]1[CH:3]=[CH:4][CH:5]=[CH:6][CH:7]=1. The catalyst class is: 7. (10) Reactant: Cl.[Cl:2][C:3]1[CH:4]=[C:5]2[C:10](=[CH:11][CH:12]=1)[N:9]=[C:8]([N:13]1[CH2:18][CH2:17][NH:16][CH2:15][CH2:14]1)[CH:7]=[CH:6]2.[CH2:19]([O:23][C:24]1[CH:32]=[CH:31][C:30]([S:33]([CH3:36])(=[O:35])=[O:34])=[CH:29][C:25]=1[C:26](O)=[O:27])[CH:20]([CH3:22])[CH3:21].C(OCC)(=O)C. Product: [Cl:2][C:3]1[CH:4]=[C:5]2[C:10](=[CH:11][CH:12]=1)[N:9]=[C:8]([N:13]1[CH2:14][CH2:15][N:16]([C:26]([C:25]3[CH:29]=[C:30]([S:33]([CH3:36])(=[O:35])=[O:34])[CH:31]=[CH:32][C:24]=3[O:23][CH2:19][CH:20]([CH3:22])[CH3:21])=[O:27])[CH2:17][CH2:18]1)[CH:7]=[CH:6]2. The catalyst class is: 10.